Dataset: Full USPTO retrosynthesis dataset with 1.9M reactions from patents (1976-2016). Task: Predict the reactants needed to synthesize the given product. Given the product [C:1]([N:4]1[C:13]2[C:8](=[CH:9][C:10]([C:14]([O:16][CH2:17][CH3:18])=[O:15])=[CH:11][CH:12]=2)[C@H:7]([NH:19][C:25]2[CH:32]=[CH:31][C:28]([C:29]#[N:30])=[CH:27][CH:26]=2)[C@@H:6]([CH3:20])[C@@H:5]1[CH:21]1[CH2:22][CH2:23]1)(=[O:3])[CH3:2], predict the reactants needed to synthesize it. The reactants are: [C:1]([N:4]1[C:13]2[C:8](=[CH:9][C:10]([C:14]([O:16][CH2:17][CH3:18])=[O:15])=[CH:11][CH:12]=2)[C@H:7]([NH2:19])[C@@H:6]([CH3:20])[C@@H:5]1[CH:21]1[CH2:23][CH2:22]1)(=[O:3])[CH3:2].Br[C:25]1[CH:32]=[CH:31][C:28]([C:29]#[N:30])=[CH:27][CH:26]=1.C([O-])([O-])=O.[Cs+].[Cs+].